Dataset: Reaction yield outcomes from USPTO patents with 853,638 reactions. Task: Predict the reaction yield, written as a fraction of the theoretical maximum amount of product (1.0 means a 100% yield; for example, 0.34 means a 34% yield). (1) The reactants are [F:1][C:2]1[CH:3]=[C:4]([CH:20]=[C:21]([CH3:23])[CH:22]=1)[C:5]([C@@H:7]1[CH2:12][CH2:11][CH2:10][N:9]([C:13]([O:15][C:16]([CH3:19])([CH3:18])[CH3:17])=[O:14])[CH2:8]1)=[O:6].[BH4-].[Na+]. The catalyst is CO. The product is [F:1][C:2]1[CH:3]=[C:4]([C@H:5]([OH:6])[C@@H:7]2[CH2:12][CH2:11][CH2:10][N:9]([C:13]([O:15][C:16]([CH3:18])([CH3:17])[CH3:19])=[O:14])[CH2:8]2)[CH:20]=[C:21]([CH3:23])[CH:22]=1. The yield is 0.429. (2) The reactants are [CH2:1]([NH:5][CH2:6][CH2:7][CH2:8][O:9][C:10]1[CH:11]=[C:12]([CH2:26][NH:27][CH2:28][CH2:29][CH2:30][NH:31][CH2:32][CH2:33][CH2:34][NH2:35])[CH:13]=[C:14]([CH2:16][NH:17][CH2:18][CH2:19][CH2:20][NH:21][CH2:22][CH2:23][CH2:24][NH2:25])[CH:15]=1)[CH:2]([CH3:4])[CH3:3].[ClH:36]. No catalyst specified. The product is [Cl-:36].[CH2:1]([NH2+:5][CH2:6][CH2:7][CH2:8][O:9][C:10]1[CH:15]=[C:14]([CH2:16][NH2+:17][CH2:18][CH2:19][CH2:20][NH2+:21][CH2:22][CH2:23][CH2:24][NH3+:25])[CH:13]=[C:12]([CH2:26][NH2+:27][CH2:28][CH2:29][CH2:30][NH2+:31][CH2:32][CH2:33][CH2:34][NH3+:35])[CH:11]=1)[CH:2]([CH3:3])[CH3:4].[Cl-:36].[Cl-:36].[Cl-:36].[Cl-:36].[Cl-:36].[Cl-:36]. The yield is 0.430. (3) The reactants are C[O:2][C:3]([CH:5]([O:10][C:11]1[CH:20]=[CH:19][CH:18]=[CH:17][C:12]=1[C:13]([O:15]C)=[O:14])[CH2:6][CH2:7][CH2:8][CH3:9])=[O:4].[OH-].[Na+]. The catalyst is CO.O. The product is [C:3]([CH:5]([O:10][C:11]1[CH:20]=[CH:19][CH:18]=[CH:17][C:12]=1[C:13]([OH:15])=[O:14])[CH2:6][CH2:7][CH2:8][CH3:9])([OH:4])=[O:2]. The yield is 0.870. (4) The reactants are [CH2:1]([O:8][C:9]([N:11]1[CH2:15][C:14](=O)[CH2:13][N:12]1[C:17](=[O:26])[CH2:18][C:19]1[CH:24]=[CH:23][C:22]([F:25])=[CH:21][CH:20]=1)=[O:10])[C:2]1[CH:7]=[CH:6][CH:5]=[CH:4][CH:3]=1.[NH:27]1[CH2:32][CH2:31][O:30][CH2:29][CH2:28]1.[BH-](OC(C)=O)(OC(C)=O)OC(C)=O.[Na+].CC(O)=O.Cl. The catalyst is C1COCC1. The product is [CH2:1]([O:8][C:9]([N:11]1[CH2:15][CH:14]([N:27]2[CH2:32][CH2:31][O:30][CH2:29][CH2:28]2)[CH2:13][N:12]1[C:17](=[O:26])[CH2:18][C:19]1[CH:24]=[CH:23][C:22]([F:25])=[CH:21][CH:20]=1)=[O:10])[C:2]1[CH:7]=[CH:6][CH:5]=[CH:4][CH:3]=1. The yield is 0.600. (5) The reactants are C(NC(C)C)(C)C.C([Li])CCC.[CH2:13]([SnH:17]([CH2:22][CH2:23][CH2:24][CH3:25])[CH2:18][CH2:19][CH2:20][CH3:21])[CH2:14][CH2:15][CH3:16].[CH3:26][O:27][CH2:28]Cl. The catalyst is O.O1CCCC1. The product is [CH2:22]([Sn:17]([CH2:13][CH2:14][CH2:15][CH3:16])([CH2:18][CH2:19][CH2:20][CH3:21])[CH2:26][O:27][CH3:28])[CH2:23][CH2:24][CH3:25]. The yield is 0.860. (6) The reactants are [CH2:1]=[C:2]1[CH2:5][N:4]([C:6]([O:8][CH2:9][C:10]2[CH:15]=[CH:14][CH:13]=[CH:12][CH:11]=2)=[O:7])[CH2:3]1.ClC1C=C(C=CC=1)C(OO)=[O:21]. The catalyst is C(Cl)(Cl)Cl. The product is [O:21]1[C:2]2([CH2:5][N:4]([C:6]([O:8][CH2:9][C:10]3[CH:15]=[CH:14][CH:13]=[CH:12][CH:11]=3)=[O:7])[CH2:3]2)[CH2:1]1. The yield is 0.830. (7) The reactants are Br[C:2]1[N:7]2[CH:8]=[CH:9][N:10]=[C:6]2[C:5]([NH:11][C:12]2[CH:17]=[CH:16][C:15]([N:18]3[CH:22]=[C:21]([CH2:23][N:24]([CH3:26])[CH3:25])[N:20]=[N:19]3)=[CH:14][CH:13]=2)=[N:4][CH:3]=1.[NH2:27][C:28]([C:30]1[CH:35]=[CH:34][C:33](B(O)O)=[CH:32][CH:31]=1)=[O:29]. The catalyst is CN(C=O)C.O1CCOCC1.C1C=CC([P]([Pd]([P](C2C=CC=CC=2)(C2C=CC=CC=2)C2C=CC=CC=2)([P](C2C=CC=CC=2)(C2C=CC=CC=2)C2C=CC=CC=2)[P](C2C=CC=CC=2)(C2C=CC=CC=2)C2C=CC=CC=2)(C2C=CC=CC=2)C2C=CC=CC=2)=CC=1. The product is [CH3:25][N:24]([CH2:23][C:21]1[N:20]=[N:19][N:18]([C:15]2[CH:16]=[CH:17][C:12]([NH:11][C:5]3[C:6]4[N:7]([CH:8]=[CH:9][N:10]=4)[C:2]([C:33]4[CH:34]=[CH:35][C:30]([C:28]([NH2:27])=[O:29])=[CH:31][CH:32]=4)=[CH:3][N:4]=3)=[CH:13][CH:14]=2)[CH:22]=1)[CH3:26]. The yield is 0.0700. (8) The reactants are [Cl:1][C:2]1[CH:3]=[C:4]([CH:8]=[CH:9][N:10]=1)[C:5]([OH:7])=O.[F:11][C:12]([F:22])([F:21])[C:13]1[CH:14]=[C:15]([CH:18]=[CH:19][CH:20]=1)[CH2:16][NH2:17].CCN=C=NCCCN(C)C.Cl. The catalyst is ClCCl.CN(C)C1C=CN=CC=1. The product is [F:11][C:12]([F:21])([F:22])[C:13]1[CH:14]=[C:15]([CH:18]=[CH:19][CH:20]=1)[CH2:16][NH:17][C:5](=[O:7])[C:4]1[CH:8]=[CH:9][N:10]=[C:2]([Cl:1])[CH:3]=1. The yield is 0.630. (9) The reactants are [C:1]([O:5][C:6](=[O:39])[N:7]([CH:9]([C:11](=[O:38])[NH:12][CH:13]([C:18]([N:20]1[CH2:24][CH2:23][CH:22]2[NH:25][CH2:26][CH:27]([CH2:28][O:29][C:30]3[CH:35]=[CH:34][C:33]([F:36])=[C:32]([F:37])[CH:31]=3)[CH:21]12)=[O:19])[C:14]([CH3:17])([CH3:16])[CH3:15])[CH3:10])[CH3:8])([CH3:4])([CH3:3])[CH3:2].[C:40](O)(=[O:44])[C:41]([CH3:43])=[O:42].C(Cl)CCl.C1C=CC2N(O)N=NC=2C=1.CCN(C(C)C)C(C)C. The catalyst is C(Cl)Cl. The product is [C:1]([O:5][C:6](=[O:39])[N:7]([CH:9]([C:11](=[O:38])[NH:12][CH:13]([C:18]([N:20]1[CH2:24][CH2:23][CH:22]2[N:25]([C:40](=[O:44])[C:41](=[O:42])[CH3:43])[CH2:26][CH:27]([CH2:28][O:29][C:30]3[CH:35]=[CH:34][C:33]([F:36])=[C:32]([F:37])[CH:31]=3)[CH:21]12)=[O:19])[C:14]([CH3:16])([CH3:17])[CH3:15])[CH3:10])[CH3:8])([CH3:2])([CH3:3])[CH3:4]. The yield is 0.970.